This data is from hERG Central: cardiac toxicity at 1µM, 10µM, and general inhibition. The task is: Predict hERG channel inhibition at various concentrations. (1) The drug is O=C(NC1CCN(Cc2ccccc2)CC1)C1CCCN(c2nnc(-n3cccc3)s2)C1. Results: hERG_inhib (hERG inhibition (general)): blocker. (2) The drug is COc1ccc2c(c1)C(C1CCN(C)CC1)Oc1ccccc1S2.O=C(O)/C=C\C(=O)O. Results: hERG_inhib (hERG inhibition (general)): blocker. (3) The drug is COc1cccc(NC(=O)CN(C)C(C)C(=O)Nc2ccc(C#N)cc2)c1. Results: hERG_inhib (hERG inhibition (general)): blocker. (4) The drug is CN(C)CCn1cnc2c(c1=N)C(c1ccccc1)c1ccc3ccccc3c1O2. Results: hERG_inhib (hERG inhibition (general)): blocker. (5) The compound is COCCn1nnnc1C(c1ccc(OC)c(OC)c1)N1CCN(c2nc3ccccc3s2)CC1. Results: hERG_inhib (hERG inhibition (general)): blocker. (6) The drug is Cc1ccc(N(CC(=O)N/N=C/c2cccnc2)S(=O)(=O)c2ccccc2)cc1. Results: hERG_inhib (hERG inhibition (general)): blocker.